Dataset: Full USPTO retrosynthesis dataset with 1.9M reactions from patents (1976-2016). Task: Predict the reactants needed to synthesize the given product. (1) The reactants are: C[O:2][C:3](=O)[CH2:4][C:5]1[C:6](=[O:17])[N:7]([CH2:10][C:11]2[CH:16]=[CH:15][CH:14]=[CH:13][CH:12]=2)[CH2:8][CH:9]=1.CO.[NH2:21][O:22][K].C(O)(=O)C. Given the product [CH2:10]([N:7]1[CH2:8][CH:9]=[C:5]([CH2:4][C:3]([NH:21][OH:22])=[O:2])[C:6]1=[O:17])[C:11]1[CH:16]=[CH:15][CH:14]=[CH:13][CH:12]=1, predict the reactants needed to synthesize it. (2) Given the product [NH2:21][C:2]1[C:3](=[O:20])[N:4]([CH2:8][C:9]2[CH:19]=[CH:18][C:12]3[N:13]=[C:14]([S:16][CH3:17])[S:15][C:11]=3[CH:10]=2)[CH:5]=[CH:6][N:7]=1, predict the reactants needed to synthesize it. The reactants are: I[C:2]1[C:3](=[O:20])[N:4]([CH2:8][C:9]2[CH:19]=[CH:18][C:12]3[N:13]=[C:14]([S:16][CH3:17])[S:15][C:11]=3[CH:10]=2)[CH:5]=[CH:6][N:7]=1.[NH3:21]. (3) Given the product [OH:47][C:25]12[C:36]3[C:41](=[CH:40][CH:39]=[CH:38][C:37]=3[N+:44]([O-:46])=[O:45])[C:42](=[O:43])[C:24]1([NH:23][C:8](=[O:10])[C:7](=[O:11])[C:1]1[CH:2]=[CH:3][CH:4]=[CH:5][CH:6]=1)[C:28]1[CH:29]=[CH:30][C:31]([CH:33]([CH3:35])[CH3:34])=[CH:32][C:27]=1[O:26]2, predict the reactants needed to synthesize it. The reactants are: [C:1]1([C:7](=[O:11])[C:8]([OH:10])=O)[CH:6]=[CH:5][CH:4]=[CH:3][CH:2]=1.CCN=C=NCCCN(C)C.[NH2:23][C:24]12[C:42](=[O:43])[C:41]3[C:36](=[C:37]([N+:44]([O-:46])=[O:45])[CH:38]=[CH:39][CH:40]=3)[C:25]1([OH:47])[O:26][C:27]1[CH:32]=[C:31]([CH:33]([CH3:35])[CH3:34])[CH:30]=[CH:29][C:28]=12. (4) The reactants are: [C:1]([N:4]1[C:12]2[C:7](=[CH:8][C:9]([O:45][CH3:46])=[C:10]([NH:13][C:14]3[N:15]=[C:16]([NH:33][C:34]4[CH:43]=[CH:42][CH:41]=[C:40]([F:44])[C:35]=4[C:36]([NH:38][CH3:39])=[O:37])[C:17]4[CH:22]=[CH:21][N:20](S(C5C=CC(C)=CC=5)(=O)=O)[C:18]=4[N:19]=3)[CH:11]=2)[CH2:6][CH2:5]1)(=[O:3])[CH3:2].C[O-].[Na+]. Given the product [C:1]([N:4]1[C:12]2[C:7](=[CH:8][C:9]([O:45][CH3:46])=[C:10]([NH:13][C:14]3[NH:19][C:18]4=[N:20][CH:21]=[CH:22][C:17]4=[C:16]([NH:33][C:34]4[CH:43]=[CH:42][CH:41]=[C:40]([F:44])[C:35]=4[C:36]([NH:38][CH3:39])=[O:37])[N:15]=3)[CH:11]=2)[CH2:6][CH2:5]1)(=[O:3])[CH3:2], predict the reactants needed to synthesize it. (5) Given the product [CH3:12][C:9]1[NH:8][CH:7]=[N:11][C:10]=1[CH2:25][N:24]1[C:1](=[O:4])[C:2]2[C:21]3[CH:20]=[CH:19][CH:18]=[CH:17][C:22]=3[N:14]([CH3:13])[C:15]=2[CH2:16][CH2:23]1, predict the reactants needed to synthesize it. The reactants are: [C:1]([OH:4])(=O)[CH3:2].OC[C:7]1[NH:8][C:9]([CH3:12])=[CH:10][N:11]=1.[CH3:13][N:14]1[C:22]2[CH:21]=[CH:20][CH:19]=[CH:18][C:17]=2[C:16]2[C:23](=O)[NH:24][CH2:25]C[C:15]1=2.FC(F)(F)C(O)=O. (6) Given the product [NH:26]1[CH2:30][CH2:29][C@@H:28]([O:31]/[N:32]=[C:22](/[C:19]2[N:20]=[C:21]3[N:13]([CH2:12][C:3]4[CH:4]=[C:5]5[C:10](=[CH:11][C:2]=4[F:1])[N:9]=[CH:8][CH:7]=[CH:6]5)[N:14]=[N:15][C:16]3=[N:17][CH:18]=2)\[CH3:23])[CH2:27]1, predict the reactants needed to synthesize it. The reactants are: [F:1][C:2]1[CH:11]=[C:10]2[C:5]([CH:6]=[CH:7][CH:8]=[N:9]2)=[CH:4][C:3]=1[CH2:12][N:13]1[C:21]2[C:16](=[N:17][CH:18]=[C:19]([C:22](=O)[CH3:23])[N:20]=2)[N:15]=[N:14]1.Cl.[NH:26]1[CH2:30][CH2:29][C@@H:28]([O:31][NH2:32])[CH2:27]1. (7) Given the product [CH3:19][O:20][C:21]1[CH:22]=[C:23](/[C:24](=[CH:7]/[C:6]2[CH:9]=[CH:10][C:11]([OH:12])=[C:4]([O:3][CH2:1][CH3:2])[CH:5]=2)/[C:25]#[N:26])[CH:27]=[CH:28][C:29]=1[O:30][CH3:31], predict the reactants needed to synthesize it. The reactants are: [CH2:1]([O:3][C:4]1[CH:5]=[C:6]([CH:9]=[CH:10][C:11]=1[O:12]COCCOC)[CH:7]=O)[CH3:2].[CH3:19][O:20][C:21]1[CH:22]=[C:23]([CH:27]=[CH:28][C:29]=1[O:30][CH3:31])[CH2:24][C:25]#[N:26]. (8) Given the product [CH:1]([NH:4][C:5]1[C:10]2[C:11]([C:23]3[N:28]=[CH:27][N:26]=[C:25]([C:29]([N:31]([CH3:33])[CH3:32])=[O:30])[CH:24]=3)=[N:12][NH:13][C:9]=2[CH:8]=[CH:7][N:6]=1)([CH3:3])[CH3:2], predict the reactants needed to synthesize it. The reactants are: [CH:1]([NH:4][C:5]1[C:10]2[C:11]([C:23]3[N:28]=[CH:27][N:26]=[C:25]([C:29]([N:31]([CH3:33])[CH3:32])=[O:30])[CH:24]=3)=[N:12][N:13](CC3C=CC(OC)=CC=3)[C:9]=2[CH:8]=[CH:7][N:6]=1)([CH3:3])[CH3:2].C(NC1C2C(C3N=CN=C(C(O)=O)C=3)=NN(CC3C=CC(OC)=CC=3)C=2C=CN=1)(C)C.C(Cl)(=O)C(Cl)=O.Cl.CNC.